Task: Regression/Classification. Given a drug SMILES string, predict its absorption, distribution, metabolism, or excretion properties. Task type varies by dataset: regression for continuous measurements (e.g., permeability, clearance, half-life) or binary classification for categorical outcomes (e.g., BBB penetration, CYP inhibition). Dataset: cyp2d6_veith.. Dataset: CYP2D6 inhibition data for predicting drug metabolism from PubChem BioAssay (1) The molecule is COc1cccc(Nc2ncc3nc(CCc4ccccc4)c(=O)n(C[C@H]4CCCO4)c3n2)c1. The result is 0 (non-inhibitor). (2) The compound is O=C(/C=C/c1ccc2ccccc2c1)c1ccoc1. The result is 0 (non-inhibitor). (3) The compound is NS(=O)(=O)c1ccc(-c2ccc([As](=O)(O)O)cc2)cc1. The result is 0 (non-inhibitor). (4) The molecule is COc1ccc2[nH]cc(CCNc3ncnc4ccc(-c5c(C)noc5C)cc34)c2c1. The result is 1 (inhibitor). (5) The molecule is O=C(CC(=O)NN=C1CCCC1)NCCc1ccccc1. The result is 0 (non-inhibitor). (6) The drug is C[C@@H]1O[C@@H](O[C@H]2C[C@@H](O)[C@@]3(CO)[C@@H]4[C@H](CC[C@@]3(O)C2)[C@@]2(O)CC[C@H](C3=CC(=O)OC3)[C@@]2(C)C[C@H]4O)[C@@H](O)[C@H](O)[C@H]1O. The result is 0 (non-inhibitor).